Dataset: Forward reaction prediction with 1.9M reactions from USPTO patents (1976-2016). Task: Predict the product of the given reaction. (1) Given the reactants [CH3:1][Si:2](Cl)([CH3:4])[CH3:3].C(N(CC)CC)C.[C:13]([N:20]1[CH2:25][CH2:24][CH2:23][CH2:22][C:21]1=O)([O:15][C:16]([CH3:19])([CH3:18])[CH3:17])=[O:14].CN(C=[O:31])C, predict the reaction product. The product is: [C:16]([O:15][C:13]([N:20]1[CH2:25][CH:24]=[C:23]([O:31][Si:2]([CH3:4])([CH3:3])[CH3:1])[CH2:22][CH2:21]1)=[O:14])([CH3:19])([CH3:18])[CH3:17]. (2) Given the reactants [Br:1][C:2]1[CH:7]=[CH:6][C:5]([C:8]2[C:20](=[O:21])[N:19]([CH2:22][CH3:23])[C:11]3[N:12]=[C:13](S(C)=O)[N:14]=[CH:15][C:10]=3[CH:9]=2)=[C:4]([Cl:24])[CH:3]=1.[CH3:25][N:26]1[CH2:31][CH2:30][N:29]([C:32]2[CH:38]=[CH:37][C:35]([NH2:36])=[CH:34][CH:33]=2)[CH2:28][CH2:27]1, predict the reaction product. The product is: [Br:1][C:2]1[CH:7]=[CH:6][C:5]([C:8]2[C:20](=[O:21])[N:19]([CH2:22][CH3:23])[C:11]3[N:12]=[C:13]([NH:36][C:35]4[CH:34]=[CH:33][C:32]([N:29]5[CH2:28][CH2:27][N:26]([CH3:25])[CH2:31][CH2:30]5)=[CH:38][CH:37]=4)[N:14]=[CH:15][C:10]=3[CH:9]=2)=[C:4]([Cl:24])[CH:3]=1.